Dataset: Full USPTO retrosynthesis dataset with 1.9M reactions from patents (1976-2016). Task: Predict the reactants needed to synthesize the given product. (1) The reactants are: C[O:2][C:3]1[CH:4]=[CH:5][C:6]2[N:7]=[C:8]([CH3:20])[C:9]3[N:10]([C:13]([CH2:17][CH2:18][CH3:19])=[N:14][C:15]=3[CH3:16])[C:11]=2[N:12]=1.B(Br)(Br)Br.C([O-])([O-])=O.[K+].[K+]. Given the product [CH3:20][C:8]1[C:9]2[N:10]([C:13]([CH2:17][CH2:18][CH3:19])=[N:14][C:15]=2[CH3:16])[C:11]2[NH:12][C:3](=[O:2])[CH:4]=[CH:5][C:6]=2[N:7]=1, predict the reactants needed to synthesize it. (2) Given the product [NH2:9][CH2:8][C:7]([CH3:21])([CH3:20])[C:6]([NH:5][CH2:4][C:3]1[CH:23]=[CH:24][CH:25]=[CH:26][C:2]=1[Cl:1])=[O:22], predict the reactants needed to synthesize it. The reactants are: [Cl:1][C:2]1[CH:26]=[CH:25][CH:24]=[CH:23][C:3]=1[CH2:4][NH:5][C:6](=[O:22])[C:7]([CH3:21])([CH3:20])[CH2:8][N:9]1C(=O)C2C(=CC=CC=2)C1=O.NN. (3) The reactants are: [Br:1][C:2]1[CH:3]=[C:4]([CH:8]=[C:9]([Br:11])[CH:10]=1)[C:5](O)=[O:6].C([N:19]1[CH:23]=CN=C1)(N1C=CN=C1)=O.[CH3:24][O:25]CN. Given the product [Br:1][C:2]1[CH:3]=[C:4]([CH:8]=[C:9]([Br:11])[CH:10]=1)[C:5]([N:19]([O:25][CH3:24])[CH3:23])=[O:6], predict the reactants needed to synthesize it.